This data is from Forward reaction prediction with 1.9M reactions from USPTO patents (1976-2016). The task is: Predict the product of the given reaction. (1) Given the reactants Br[C:2]1[CH:3]=[C:4]([CH:23]=[CH:24][CH:25]=1)[CH2:5][O:6][C:7]1[CH:12]=[CH:11][C:10]([C:13]2([CH2:17][C:18]([O:20][CH2:21][CH3:22])=[O:19])[CH2:16][O:15][CH2:14]2)=[CH:9][CH:8]=1.CC1(C)C(C)(C)OB([C:34]2[CH:35]=[N:36][C:37]([N:40]3[CH2:45][CH2:44][O:43][CH2:42][CH2:41]3)=[N:38][CH:39]=2)O1.C(=O)([O-])[O-].[K+].[K+], predict the reaction product. The product is: [O:43]1[CH2:44][CH2:45][N:40]([C:37]2[N:36]=[CH:35][C:34]([C:2]3[CH:3]=[C:4]([CH:23]=[CH:24][CH:25]=3)[CH2:5][O:6][C:7]3[CH:12]=[CH:11][C:10]([C:13]4([CH2:17][C:18]([O:20][CH2:21][CH3:22])=[O:19])[CH2:16][O:15][CH2:14]4)=[CH:9][CH:8]=3)=[CH:39][N:38]=2)[CH2:41][CH2:42]1. (2) Given the reactants Cl[C:2]1[NH:17][C:5]2=[N:6][CH:7]=[C:8]([C:10]3[CH:15]=[CH:14][CH:13]=[C:12]([F:16])[CH:11]=3)[CH:9]=[C:4]2[CH:3]=1.CCN(CC)CC.CO, predict the reaction product. The product is: [F:16][C:12]1[CH:11]=[C:10]([C:8]2[CH:9]=[C:4]3[CH:3]=[CH:2][NH:17][C:5]3=[N:6][CH:7]=2)[CH:15]=[CH:14][CH:13]=1. (3) Given the reactants [CH2:1]([C:3]1[C:8]([OH:9])=[CH:7][CH:6]=[C:5]([CH3:10])[N:4]=1)[CH3:2].Br[CH:12]([CH2:17][CH2:18][Br:19])[C:13]([O:15][CH3:16])=[O:14].C([O-])([O-])=O.[K+].[K+], predict the reaction product. The product is: [Br:19][CH2:18][CH2:17][CH:12]([O:9][C:8]1[C:3]([CH2:1][CH3:2])=[N:4][C:5]([CH3:10])=[CH:6][CH:7]=1)[C:13]([O:15][CH3:16])=[O:14]. (4) Given the reactants [F:1][C:2]1[CH:7]=[CH:6][C:5]([O:8][C@@H:9]2[CH2:12][C@H:11]([N:13]([CH2:21][C:22]3[C:23]4[N:24]([CH:28]=[CH:29][N:30]=4)[CH:25]=[CH:26][CH:27]=3)C(=O)OC(C)(C)C)[CH2:10]2)=[CH:4][C:3]=1[C:31]([F:34])([F:33])[F:32].[C:35]([OH:42])(=[O:41])/[CH:36]=[CH:37]\[C:38]([OH:40])=[O:39], predict the reaction product. The product is: [C:35]([OH:42])(=[O:41])/[CH:36]=[CH:37]\[C:38]([OH:40])=[O:39].[F:1][C:2]1[CH:7]=[CH:6][C:5]([O:8][C@@H:9]2[CH2:12][C@H:11]([NH:13][CH2:21][C:22]3[C:23]4[N:24]([CH:28]=[CH:29][N:30]=4)[CH:25]=[CH:26][CH:27]=3)[CH2:10]2)=[CH:4][C:3]=1[C:31]([F:33])([F:32])[F:34]. (5) Given the reactants [NH:1]1[CH:5]=[C:4]([C:6]([O:8][CH3:9])=[O:7])[N:3]=[CH:2]1.[C:10](O)(=O)[CH:11](C)[CH3:12].N, predict the reaction product. The product is: [CH:11]([C:2]1[NH:1][CH:5]=[C:4]([C:6]([O:8][CH3:9])=[O:7])[N:3]=1)([CH3:12])[CH3:10].